This data is from Experimentally validated miRNA-target interactions with 360,000+ pairs, plus equal number of negative samples. The task is: Binary Classification. Given a miRNA mature sequence and a target amino acid sequence, predict their likelihood of interaction. (1) The miRNA is hsa-miR-4778-3p with sequence UCUUCUUCCUUUGCAGAGUUGA. The protein sequence of the target gene is MRRAALWLWLCALALSLQPALPQIVATNLPPEDQDGSGDDSDNFSGSGAGALQDITLSQQTPSTWKDTQLLTAIPTSPEPTGLEATAASTSTLPAGEGPKEGEAVVLPEVEPGLTAREQEATPRPRETTQLPTTHLASTTTATTAQEPATSHPHRDMQPGHHETSTPAGPSQADLHTPHTEDGGPSATERAAEDGASSQLPAAEGSGEQDFTFETSGENTAVVAVEPDRRNQSPVDQGATGASQGLLDRKEVLGGVIAGGLVGLIFAVCLVGFMLYRMKKKDEGSYSLEEPKQANGGAYQ.... Result: 1 (interaction). (2) The miRNA is hsa-miR-3145-3p with sequence AGAUAUUUUGAGUGUUUGGAAUUG. The protein sequence of the target gene is MTADKDKDKDKEKDRDRDRDREREKRDKARESENSRPRRSCTLEGGAKNYAESDHSEDEDNDNNSATAEESTKKNKKKPPKKKSRYERTDTGEITSYITEDDVVYRPGDCVYIESRRPNTPYFICSIQDFKLVHNSQACCRSPTPALCDPPACSLPVASQPPQHLSEAGRGPVGSKRDHLLMNVKWYYRQSEVPDSVYQHLVQDRHNENDSGRELVITDPVIKNRELFISDYVDTYHAAALRGKCNISHFSDIFAAREFKARVDSFFYILGYNPETRRLNSTQGEIRVGPSHQAKLPDLQ.... Result: 0 (no interaction). (3) The miRNA is hsa-miR-32-5p with sequence UAUUGCACAUUACUAAGUUGCA. The protein sequence of the target gene is MGPVIGMTPDKRAETPGAEKIAGLSQIYKMGSLPEAVDAARPKATLVDSESADDELTNLNWLHESTNLLTNFSLGSEGLPIVSPLYDIEGDDVPSFGPACYQNPEKKSATSKPPYSFSLLIYMAIEHSPNKCLPVKEIYSWILDHFPYFATAPTGWKNSVRHNLSLNKCFQKVERSHGKVNGKGSLWCVDPEYKPNLIQALKKQPFSSASSQNGSLSPHYLSSVIKQNQVRNLKESDIDAAAAMMLLNTSIEQGILECEKPLPLKTALQKKRSYGNAFHHPSAVRLQESDSLATSIDPKE.... Result: 1 (interaction). (4) The miRNA is mmu-miR-10a-5p with sequence UACCCUGUAGAUCCGAAUUUGUG. The protein sequence of the target gene is MTTGDCCHLPGSLCDCSSSPAFSKVVEATGLGPPQYVAQVTSRDGRLLSTVIRALDSQSDCPFCRICHEGANGENLLSPCGCTGTLGAVHKSCLEKWLSSSNTSYCELCHTEFAVEKRPRPLTEWLKDPGPRTEKRTLCCDMVCFVFITPLAAISGWLCLRGAQDHLRLHSRLEAVGLIALTIALFTIYVLWTLVSFRYHCQLYSEWRKTNQKVRLKIREADGSEDPHHSLLATGLLKKVAEETPV. Result: 1 (interaction). (5) The miRNA is rno-miR-125b-5p with sequence UCCCUGAGACCCUAACUUGUGA. The protein sequence of the target gene is MTRSCSAVGCSTRDTVLSRERGLSFHQFPTDTIQRSKWIRAVNRVDPRSKKIWIPGPGAILCSKHFQESDFESYGIRRKLKKGAVPSVSLYKIPQGVHLKGKARQKILKQPLPDNSQEVATEDHNYSLKTPLTIGAEKLAEVQQMLQVSKKRLISVKNYRMIKKRKGLRLIDALVEEKLLSEETECLLRAQFSDFKWELYNWRETDEYSAEMKQFACTLYLCSSKVYDYVRKILKLPHSSILRTWLSKCQPSPGFNSNIFSFLQRRVENGDQLYQYCSLLIKSMPLKQQLQWDPSSHSLQ.... Result: 0 (no interaction). (6) The miRNA is hsa-miR-3150b-5p with sequence CAACCUCGAGGAUCUCCCCAGC. The protein sequence of the target gene is MKPPAACAGDMADAASPCSVVNDLRWDLSAQQIEERTRELIEQTKRVYDQVGTQEFEDVSYESTLKALADVEVTYTVQRNILDFPQHVSPSKDIRTASTEADKKLSEFDVEMSMREDVYQRIVWLQEKVQKDSLRPEAARYLERLIKLGRRNGLHLPRETQENIKRIKKKLSLLCIDFNKNLNEDTTFLPFTLQELGGLPEDFLNSLEKMEDGKLKVTLKYPHYFPLLKKCHVPETRRKVEEAFNCRCKEENCAILKELVTLRAQKSRLLGFHTHADYVLEMNMAKTSQTVATFLDELAQ.... Result: 0 (no interaction). (7) Result: 0 (no interaction). The protein sequence of the target gene is MARGSLRRLLRLLVLGLWLALLRSVAGEQAPGTAPCSRGSSWSADLDKCMDCASCRARPHSDFCLGCAAAPPAPFRLLWPILGGALSLTFVLGLLSGFLVWRRCRRREKFTTPIEETGGEGCPAVALIQ. The miRNA is mmu-miR-3090-3p with sequence UCCCAGGUGACACCCUGACUCA. (8) The miRNA is hsa-miR-7845-5p with sequence AAGGGACAGGGAGGGUCGUGG. The protein sequence of the target gene is MAPPPPSPQLLLLAALARLLGPSEVMAGPAEEAGAHCPESLWPLPPQVSPRVTYTRVSPGQAEDVTFLYHPCAHPWLKLQLALLAYACMANPSLTPDFSLTQDRPLVLTAWGLALEMAWVEPAWAAHWLMRRRRRKQRKKKAWIYCESLSGPAPSEPTPGRGRLCRRGCVQALALAFALRSWRPPGTEVTSQGPRQPSSSGAKRRRLRAALGPQPTRSALRFPSASPGSLKAKQSMAGIPGRESNAPSVPTVSLLPGAPGGNASSRTEAQVPNGQGSPGGCVCSSQASPAPRAAAPPRAA.... Result: 0 (no interaction). (9) The miRNA is hsa-miR-8055 with sequence CUUUGAGCACAUGAGCAGACGGA. The protein sequence of the target gene is MDVCVRLALWLLWGLLLHQGQSLSHSHSEKATGTSSGANSEESTAAEFCRIDKPLCHSEDEKLSFEAVRNIHKLMDDDANGDVDVEESDEFLREDLNYHDPTVKHSTFHGEDKLISVEDLWKAWKSSEVYNWTVDEVVQWLITYVELPQYEETFRKLQLSGHAMPRLAVTNTTMTGTVLKMTDRSHRQKLQLKALDTVLFGPPLLTRHNHLKDFMLVVSIVIGVGGCWFAYIQNRYSKEHMKKMMKDLEGLHRAEQSLHDLQERLHKAQEEHRTVEVEKVHLEKKLRDEINLAKQEAQRL.... Result: 1 (interaction). (10) The miRNA is mmu-miR-129-5p with sequence CUUUUUGCGGUCUGGGCUUGC. The protein sequence of the target gene is MATGTPDSQARFGQSVKGLLTEKVNTCGTDVIALTKQVLKGSRSSELLGQAARNMVLQEDAILHSEDSLRKMAIITTHLQYQQEAIQKNVEQSPDLQDQLSHLLK. Result: 1 (interaction).